This data is from Catalyst prediction with 721,799 reactions and 888 catalyst types from USPTO. The task is: Predict which catalyst facilitates the given reaction. (1) Reactant: [H-].[Na+].[CH2:3]([CH:10]1[C:19]2[C:14](=[CH:15][CH:16]=[C:17]([OH:20])[CH:18]=2)[O:13][CH2:12][CH:11]1[NH:21][C:22](=[O:26])[O:23][CH2:24][CH3:25])[C:4]1[CH:9]=[CH:8][CH:7]=[CH:6][CH:5]=1.Br[CH2:28][CH2:29][NH:30][C:31](=[O:37])[O:32][C:33]([CH3:36])([CH3:35])[CH3:34].C(=O)([O-])O.[Na+]. Product: [CH2:24]([O:23][C:22](=[O:26])[NH:21][CH:11]1[CH:10]([CH2:3][C:4]2[CH:5]=[CH:6][CH:7]=[CH:8][CH:9]=2)[C:19]2[C:14](=[CH:15][CH:16]=[C:17]([O:20][CH2:28][CH2:29][NH:30][C:31]([O:32][C:33]([CH3:36])([CH3:35])[CH3:34])=[O:37])[CH:18]=2)[O:13][CH2:12]1)[CH3:25]. The catalyst class is: 44. (2) Reactant: [NH2:1][C:2]1[CH:3]=[C:4]([CH:9]=[CH:10][C:11]=1[S:12][CH2:13][CH2:14]Cl)[C:5]([O:7][CH3:8])=[O:6].[I-].[Na+]. Product: [S:12]1[CH2:13][CH2:14][NH:1][C:2]2[CH:3]=[C:4]([C:5]([O:7][CH3:8])=[O:6])[CH:9]=[CH:10][C:11]1=2. The catalyst class is: 131. (3) Reactant: C(OC(=O)[NH:7][CH2:8][C:9]1[CH:14]=[CH:13][C:12]([C:15]2[CH:16]=[CH:17][CH:18]=[C:19]3[C:24]=2[O:23][C:22]([N:25]2[CH2:30][CH2:29][O:28][CH2:27][CH2:26]2)=[CH:21][C:20]3=[O:31])=[CH:11][CH:10]=1)(C)(C)C.Cl. Product: [NH2:7][CH2:8][C:9]1[CH:14]=[CH:13][C:12]([C:15]2[CH:16]=[CH:17][CH:18]=[C:19]3[C:24]=2[O:23][C:22]([N:25]2[CH2:26][CH2:27][O:28][CH2:29][CH2:30]2)=[CH:21][C:20]3=[O:31])=[CH:11][CH:10]=1. The catalyst class is: 269. (4) Reactant: [Cl:1][C:2]1[C:3]([O:12][C:13]2[CH:18]=[C:17]([O:19][CH2:20][CH2:21][O:22][CH2:23][CH2:24][O:25][CH3:26])[CH:16]=[CH:15][C:14]=2/[CH:27]=[CH:28]/[C:29]([O:31]CC)=[O:30])=[N:4][CH:5]=[C:6]([C:8]([F:11])([F:10])[F:9])[CH:7]=1.Cl. Product: [Cl:1][C:2]1[C:3]([O:12][C:13]2[CH:18]=[C:17]([O:19][CH2:20][CH2:21][O:22][CH2:23][CH2:24][O:25][CH3:26])[CH:16]=[CH:15][C:14]=2/[CH:27]=[CH:28]/[C:29]([OH:31])=[O:30])=[N:4][CH:5]=[C:6]([C:8]([F:9])([F:11])[F:10])[CH:7]=1. The catalyst class is: 214. (5) Reactant: [H-].[Al+3].[Li+].[H-].[H-].[H-].C1COCC1.[CH3:12][C@@H:13]1[CH2:17][CH2:16][CH2:15][N:14]1[C:18]([CH:20]1[CH2:24][CH2:23][CH2:22][NH:21]1)=O.O.[OH-].[Na+]. Product: [CH3:12][C@@H:13]1[CH2:17][CH2:16][CH2:15][N:14]1[CH2:18][C@@H:20]1[CH2:24][CH2:23][CH2:22][NH:21]1. The catalyst class is: 1. (6) Reactant: [NH2:1][C@H:2]([C:4]1[O:5][C:6]2[C:11]([C:12](=[O:20])[C:13]=1[C:14]1[CH:19]=[CH:18][CH:17]=[CH:16][CH:15]=1)=[CH:10][C:9]([F:21])=[CH:8][CH:7]=2)[CH3:3].[NH2:22][C:23]1[C:24]([C:29](O)=[O:30])=[N:25][CH:26]=[CH:27][N:28]=1.C1C=CC2N(O)N=NC=2C=1.C(Cl)CCl.C(N(C(C)C)CC)(C)C. Product: [NH2:22][C:23]1[C:24]([C:29]([NH:1][C@H:2]([C:4]2[O:5][C:6]3[C:11]([C:12](=[O:20])[C:13]=2[C:14]2[CH:19]=[CH:18][CH:17]=[CH:16][CH:15]=2)=[CH:10][C:9]([F:21])=[CH:8][CH:7]=3)[CH3:3])=[O:30])=[N:25][CH:26]=[CH:27][N:28]=1. The catalyst class is: 3.